Dataset: Full USPTO retrosynthesis dataset with 1.9M reactions from patents (1976-2016). Task: Predict the reactants needed to synthesize the given product. (1) Given the product [F:1][B:2]([O:4][C:5]([C:7]1[C:16](=[O:17])[C:15]2[C:10](=[C:11]([O:20][CH3:21])[C:12]([F:19])=[C:13]([F:18])[C:14]=2[CH3:26])[N:9]([CH:23]2[CH2:24][CH2:25]2)[CH:8]=1)=[O:6])[F:3], predict the reactants needed to synthesize it. The reactants are: [F:1][B:2]([O:4][C:5]([C:7]1[C:16](=[O:17])[C:15]2[C:10](=[C:11]([O:20][CH2:21]F)[C:12]([F:19])=[C:13]([F:18])[CH:14]=2)[N:9]([CH:23]2[CH2:25][CH2:24]2)[CH:8]=1)=[O:6])[F:3].[CH:26]1(N2C3C(=C(C)C(F)=C(F)C=3OC)C(=O)C=C2C(O)=O)CC1. (2) Given the product [I:22][C:18]1[O:17][C:16]([S:15][CH2:14][C:5]2[C:6]([C:10]([F:12])([F:13])[F:11])=[N:7][N:8]([CH3:9])[C:4]=2[O:3][CH:2]([F:1])[F:21])=[N:20][CH:19]=1, predict the reactants needed to synthesize it. The reactants are: [F:1][CH:2]([F:21])[O:3][C:4]1[N:8]([CH3:9])[N:7]=[C:6]([C:10]([F:13])([F:12])[F:11])[C:5]=1[CH2:14][S:15][C:16]1[O:17][CH:18]=[CH:19][N:20]=1.[I:22]N1C(=O)CCC1=O.O. (3) Given the product [CH3:12][C:9]1([CH3:13])[N:8]2[C:14](=[O:15])[C:5](=[C:2]([CH3:4])[CH3:3])[CH2:6][C@@H:7]2[CH2:11][O:10]1, predict the reactants needed to synthesize it. The reactants are: O[C:2]([CH:5]1[C:14](=[O:15])[N:8]2[C:9]([CH3:13])([CH3:12])[O:10][CH2:11][C@H:7]2[CH2:6]1)([CH3:4])[CH3:3].CS(Cl)(=O)=O.C(N(CC)CC)C.